Dataset: Forward reaction prediction with 1.9M reactions from USPTO patents (1976-2016). Task: Predict the product of the given reaction. (1) Given the reactants I[C:2]1[CH:7]=[CH:6][CH:5]=[CH:4][C:3]=1[CH:8]([O:10][CH2:11][C@H:12]1[CH2:14][O:13]1)[CH3:9].[C:15]([O:19][CH3:20])(=[O:18])[C:16]#[CH:17].C(=O)([O-])[O-].[K+].[K+].O, predict the reaction product. The product is: [O:13]1[CH2:14][C@@H:12]1[CH2:11][O:10][CH:8]([C:3]1[CH:4]=[CH:5][CH:6]=[CH:7][C:2]=1[C:17]#[C:16][C:15]([O:19][CH3:20])=[O:18])[CH3:9]. (2) The product is: [Br:1][C:2]1[CH:7]=[CH:6][C:5]([C:8]2[C:19](=[O:20])[N:18]([CH2:21][CH3:22])[C:11]3[N:12]=[C:13]([S:16]([CH3:17])=[O:32])[N:14]=[CH:15][C:10]=3[CH:9]=2)=[C:4]([Cl:23])[CH:3]=1. Given the reactants [Br:1][C:2]1[CH:7]=[CH:6][C:5]([C:8]2[C:19](=[O:20])[N:18]([CH2:21][CH3:22])[C:11]3[N:12]=[C:13]([S:16][CH3:17])[N:14]=[CH:15][C:10]=3[CH:9]=2)=[C:4]([Cl:23])[CH:3]=1.ClC1C=CC=C(C(OO)=[O:32])C=1, predict the reaction product. (3) The product is: [C:1]([NH:5][C:6]([C:8]1[C:16]2[C:11](=[N:12][CH:13]=[C:14]([NH:17][C:18]3[CH:23]=[CH:22][CH:21]=[C:20]([S:24]([CH3:27])(=[O:26])=[O:25])[CH:19]=3)[N:15]=2)[NH:10][CH:9]=1)=[O:7])([CH3:4])([CH3:3])[CH3:2]. Given the reactants [C:1]([NH:5][C:6]([C:8]1[C:16]2[C:11](=[N:12][CH:13]=[C:14]([NH:17][C:18]3[CH:23]=[CH:22][CH:21]=[C:20]([S:24]([CH3:27])(=[O:26])=[O:25])[CH:19]=3)[N:15]=2)[N:10](COCC[Si](C)(C)C)[CH:9]=1)=[O:7])([CH3:4])([CH3:3])[CH3:2].FC(F)(F)C(O)=O, predict the reaction product. (4) Given the reactants Cl.[NH2:2][CH:3]([C:10]([C:12]1[S:13][C:14]([Cl:17])=[CH:15][CH:16]=1)=[O:11])[CH2:4][C:5]([O:7][CH2:8][CH3:9])=[O:6].[F:18][C:19]1[CH:27]=[CH:26][C:22]([C:23](Cl)=[O:24])=[CH:21][CH:20]=1.C(=O)([O-])O.[Na+], predict the reaction product. The product is: [Cl:17][C:14]1[S:13][C:12]([C:10](=[O:11])[CH:3]([NH:2][C:23](=[O:24])[C:22]2[CH:26]=[CH:27][C:19]([F:18])=[CH:20][CH:21]=2)[CH2:4][C:5]([O:7][CH2:8][CH3:9])=[O:6])=[CH:16][CH:15]=1. (5) Given the reactants [CH2:1]([O:3][C:4]1[CH:5]=[C:6]2[C:11](=[C:12]3[CH2:16][C:15]([CH3:18])([CH3:17])[O:14][C:13]=13)[C:10]([C:19]1[CH:27]=[CH:26][C:22]([C:23]([NH2:25])=O)=[C:21]([NH:28][CH2:29][C:30]3[CH:35]=[CH:34][CH:33]=[CH:32][CH:31]=3)[CH:20]=1)=[N:9][C:8]([CH3:37])([CH3:36])[CH2:7]2)[CH3:2].P(Cl)(Cl)(Cl)=O.C(=O)([O-])O.[Na+], predict the reaction product. The product is: [CH2:1]([O:3][C:4]1[CH:5]=[C:6]2[C:11](=[C:12]3[CH2:16][C:15]([CH3:18])([CH3:17])[O:14][C:13]=13)[C:10]([C:19]1[CH:27]=[CH:26][C:22]([C:23]#[N:25])=[C:21]([NH:28][CH2:29][C:30]3[CH:35]=[CH:34][CH:33]=[CH:32][CH:31]=3)[CH:20]=1)=[N:9][C:8]([CH3:36])([CH3:37])[CH2:7]2)[CH3:2]. (6) Given the reactants [NH2:1][CH2:2][CH2:3][OH:4].C(N(CC)CC)C.[F:12][C:13]([F:20])([F:19])[C:14](OCC)=[O:15], predict the reaction product. The product is: [F:12][C:13]([F:20])([F:19])[C:14]([NH:1][CH2:2][CH2:3][OH:4])=[O:15].